The task is: Predict the product of the given reaction.. This data is from Forward reaction prediction with 1.9M reactions from USPTO patents (1976-2016). (1) The product is: [C:20]([O:24][C:25]([N:27]1[CH2:28][CH:29]2[O:35][CH:33]([CH2:32][N:31]([CH2:10][CH2:9][N:8]([CH2:1][C:2]3[CH:7]=[CH:6][CH:5]=[CH:4][CH:3]=3)[S:16]([CH3:19])(=[O:18])=[O:17])[CH2:30]2)[CH2:34]1)=[O:26])([CH3:23])([CH3:21])[CH3:22]. Given the reactants [CH2:1]([N:8]([S:16]([CH3:19])(=[O:18])=[O:17])[CH2:9][CH2:10]OS(C)(=O)=O)[C:2]1[CH:7]=[CH:6][CH:5]=[CH:4][CH:3]=1.[C:20]([O:24][C:25]([N:27]1[CH2:34][CH:33]2[O:35][CH:29]([CH2:30][NH:31][CH2:32]2)[CH2:28]1)=[O:26])([CH3:23])([CH3:22])[CH3:21].C([O-])([O-])=O.[K+].[K+].[Br-].[Li+], predict the reaction product. (2) Given the reactants [CH3:1][N:2]([CH2:46][CH:47]([OH:56])[CH:48]([OH:55])[CH:49]([OH:54])[CH:50]([OH:53])[CH2:51][OH:52])[C:3](=[O:45])[CH2:4][CH2:5][CH2:6][CH:7]=[CH:8][C:9]1[CH:14]=[CH:13][C:12]([CH:15]2[CH:18]([CH2:19][CH2:20][CH:21]([O:29][Si](C(C)(C)C)(C)C)[C:22]3[CH:27]=[CH:26][C:25]([F:28])=[CH:24][CH:23]=3)[C:17](=[O:37])[N:16]2[C:38]2[CH:43]=[CH:42][C:41]([F:44])=[CH:40][CH:39]=2)=[CH:11][CH:10]=1.Cl.[OH-].[Na+], predict the reaction product. The product is: [CH3:1][N:2]([CH2:46][CH:47]([OH:56])[CH:48]([OH:55])[CH:49]([OH:54])[CH:50]([OH:53])[CH2:51][OH:52])[C:3](=[O:45])[CH2:4][CH2:5][CH2:6][CH:7]=[CH:8][C:9]1[CH:10]=[CH:11][C:12]([CH:15]2[CH:18]([CH2:19][CH2:20][CH:21]([C:22]3[CH:27]=[CH:26][C:25]([F:28])=[CH:24][CH:23]=3)[OH:29])[C:17](=[O:37])[N:16]2[C:38]2[CH:39]=[CH:40][C:41]([F:44])=[CH:42][CH:43]=2)=[CH:13][CH:14]=1. (3) Given the reactants [OH:1][CH2:2][CH:3]1[O:12][C:11]2[C:6](=[CH:7][CH:8]=[C:9]3[NH:15][C:14](=[O:16])[NH:13][C:10]3=2)[CH2:5][CH2:4]1.[C:17]1([CH3:27])[CH:22]=[CH:21][C:20]([S:23](Cl)(=[O:25])=[O:24])=[CH:19][CH:18]=1, predict the reaction product. The product is: [O:16]=[C:14]1[NH:13][C:10]2=[C:11]3[C:6](=[CH:7][CH:8]=[C:9]2[NH:15]1)[CH2:5][CH2:4][CH:3]([CH2:2][O:1][S:23]([C:20]1[CH:21]=[CH:22][C:17]([CH3:27])=[CH:18][CH:19]=1)(=[O:25])=[O:24])[O:12]3. (4) Given the reactants [F:1][C:2]1[CH:3]=[C:4]([OH:12])[CH:5]=[C:6]([C:8]([F:11])([F:10])[F:9])[CH:7]=1.F[C:14]1[CH:21]=[CH:20][C:19]([CH:22]=[O:23])=[CH:18][C:15]=1[C:16]#[N:17], predict the reaction product. The product is: [F:1][C:2]1[CH:3]=[C:4]([CH:5]=[C:6]([C:8]([F:10])([F:11])[F:9])[CH:7]=1)[O:12][C:14]1[CH:21]=[CH:20][C:19]([CH:22]=[O:23])=[CH:18][C:15]=1[C:16]#[N:17]. (5) Given the reactants Br[C:2]1[C:14]([F:15])=[CH:13][C:5]([C:6]([NH:8][S:9]([CH3:12])(=[O:11])=[O:10])=[O:7])=[C:4]([F:16])[CH:3]=1.C(=O)([O-])[O-].[K+].[K+].[Cl:23][C:24]1[C:25]([O:39][CH2:40][CH:41]([CH3:43])[CH3:42])=[N:26][CH:27]=[C:28](B2OC(C)(C)C(C)(C)O2)[CH:29]=1, predict the reaction product. The product is: [Cl:23][C:24]1[CH:29]=[C:28]([C:2]2[C:14]([F:15])=[CH:13][C:5]([C:6]([NH:8][S:9]([CH3:12])(=[O:11])=[O:10])=[O:7])=[C:4]([F:16])[CH:3]=2)[CH:27]=[N:26][C:25]=1[O:39][CH2:40][CH:41]([CH3:43])[CH3:42]. (6) Given the reactants [CH:1]1([CH2:4][O:5][C:6]2[CH:14]=[CH:13][C:9]3[O:10][CH2:11][O:12][C:8]=3[C:7]=2[C:15]2[C:16]3[NH:23][CH:22]=[C:21]([C:24](O)=[O:25])[C:17]=3[N:18]=[CH:19][N:20]=2)[CH2:3][CH2:2]1.CCN(C(C)C)C(C)C.[NH2:36][C@@H:37]([CH2:65][CH:66]1[CH2:71][CH2:70][CH2:69][CH2:68][CH2:67]1)[C:38]([N:40]1[CH2:45][CH2:44][CH:43]([N:46]2[C:51](=[O:52])[C:50]([CH3:54])([CH3:53])[CH2:49][C:48]([C:55]3[CH:60]=[CH:59][C:58]([O:61][CH3:62])=[C:57]([O:63][CH3:64])[CH:56]=3)=[N:47]2)[CH2:42][CH2:41]1)=[O:39].CCOC(C(C#N)=NOC(N1CCOCC1)=[N+](C)C)=O.F[P-](F)(F)(F)(F)F.C(=O)(O)[O-].[Na+], predict the reaction product. The product is: [CH:66]1([CH2:65][C@H:37]([NH:36][C:24]([C:21]2[C:17]3[N:18]=[CH:19][N:20]=[C:15]([C:7]4[C:8]5[O:12][CH2:11][O:10][C:9]=5[CH:13]=[CH:14][C:6]=4[O:5][CH2:4][CH:1]4[CH2:2][CH2:3]4)[C:16]=3[NH:23][CH:22]=2)=[O:25])[C:38]([N:40]2[CH2:45][CH2:44][CH:43]([N:46]3[C:51](=[O:52])[C:50]([CH3:53])([CH3:54])[CH2:49][C:48]([C:55]4[CH:60]=[CH:59][C:58]([O:61][CH3:62])=[C:57]([O:63][CH3:64])[CH:56]=4)=[N:47]3)[CH2:42][CH2:41]2)=[O:39])[CH2:71][CH2:70][CH2:69][CH2:68][CH2:67]1. (7) The product is: [CH2:1]([O:8][C:9]1[CH:14]=[C:13]([O:15][CH2:16][C:17]2[CH:22]=[CH:21][CH:20]=[CH:19][CH:18]=2)[CH:12]=[CH:11][C:10]=1[CH2:23][CH2:24][CH2:25][OH:26])[C:2]1[CH:3]=[CH:4][CH:5]=[CH:6][CH:7]=1. Given the reactants [CH2:1]([O:8][C:9]1[CH:14]=[C:13]([O:15][CH2:16][C:17]2[CH:22]=[CH:21][CH:20]=[CH:19][CH:18]=2)[CH:12]=[CH:11][C:10]=1[CH2:23][CH2:24][C:25](OCC1C=CC=CC=1)=[O:26])[C:2]1[CH:7]=[CH:6][CH:5]=[CH:4][CH:3]=1.[H-].[H-].[H-].[H-].[Li+].[Al+3].O, predict the reaction product.